From a dataset of Volume of distribution at steady state (VDss) regression data from Lombardo et al.. Regression/Classification. Given a drug SMILES string, predict its absorption, distribution, metabolism, or excretion properties. Task type varies by dataset: regression for continuous measurements (e.g., permeability, clearance, half-life) or binary classification for categorical outcomes (e.g., BBB penetration, CYP inhibition). For this dataset (vdss_lombardo), we predict log10(VDss) (log10 of volume of distribution in L/kg). (1) The drug is CC([NH3+])Cc1ccccc1. The log10(VDss) is 0.790. (2) The compound is [NH3+]CCCC(O)(P(=O)([O-])[O-])P(=O)([O-])O. The log10(VDss) is -0.480.